Dataset: Full USPTO retrosynthesis dataset with 1.9M reactions from patents (1976-2016). Task: Predict the reactants needed to synthesize the given product. (1) Given the product [OH:9][C:10]1[CH:11]=[CH:12][C:13]([C:16]2[N:17]=[C:18]3[CH:23]=[CH:22][C:21]([OH:24])=[CH:20][N:19]3[CH:26]=2)=[CH:14][CH:15]=1, predict the reactants needed to synthesize it. The reactants are: C([O:9][C:10]1[CH:15]=[CH:14][C:13]([C:16]2[N:17]=[C:18]3[CH:23]=[CH:22][C:21]([O:24]C)=[CH:20][N:19]3[CH:26]=2)=[CH:12][CH:11]=1)(=O)C1C=CC=CC=1.B(Br)(Br)Br.CO. (2) Given the product [F:6][C:7]1[CH:12]=[CH:11][C:10]([CH:13]2[CH2:18][CH:17]([NH:19][C:20](=[O:22])[O:25][C:26]([CH3:29])([CH3:28])[CH3:27])[CH2:16][CH2:15][O:14]2)=[CH:9][CH:8]=1, predict the reactants needed to synthesize it. The reactants are: O1CCCC1.[F:6][C:7]1[CH:12]=[CH:11][C:10]([CH:13]2[CH2:18][CH:17]([NH:19][C:20](=[O:22])C)[CH2:16][CH2:15][O:14]2)=[CH:9][CH:8]=1.C(OC([O:25][C:26]([CH3:29])([CH3:28])[CH3:27])=O)([O:25][C:26]([CH3:29])([CH3:28])[CH3:27])=O.O.NN. (3) Given the product [CH:25]([C:7]1[CH:8]=[C:9]([C:13]#[C:14][C:15]2[CH:16]=[C:17]([CH:20]=[CH:21][CH:22]=2)[C:18]#[N:19])[CH:10]=[N:11][CH:12]=1)=[O:26], predict the reactants needed to synthesize it. The reactants are: C([Mg]Cl)(C)C.Br[C:7]1[CH:8]=[C:9]([C:13]#[C:14][C:15]2[CH:16]=[C:17]([CH:20]=[CH:21][CH:22]=2)[C:18]#[N:19])[CH:10]=[N:11][CH:12]=1.CN(C)[CH:25]=[O:26]. (4) Given the product [OH:1][C:2]([CH3:23])([CH3:24])[C:3]#[C:4][C:5]1[CH:6]=[CH:7][C:8]2[O:9][CH2:10][CH2:11][C:12]3[N:13]([CH:16]=[C:17]([C:19]([NH2:34])=[O:20])[N:18]=3)[C:14]=2[N:15]=1, predict the reactants needed to synthesize it. The reactants are: [OH:1][C:2]([CH3:24])([CH3:23])[C:3]#[C:4][C:5]1[CH:6]=[CH:7][C:8]2[O:9][CH2:10][CH2:11][C:12]3[N:13]([CH:16]=[C:17]([C:19](OC)=[O:20])[N:18]=3)[C:14]=2[N:15]=1.ClC1C=CC2OCCC3[N:34](C=C(C(OC)=O)N=3)C=2N=1.CC(C#C)CO. (5) Given the product [Cl:23][C:24]1[CH:29]=[CH:28][C:27]([O:16][CH2:15][CH2:14][CH2:13][O:12][C:9]2[CH:10]=[CH:11][C:6]([CH2:5][CH2:4][C:3]([OH:2])=[O:22])=[C:7]([CH3:21])[CH:8]=2)=[C:26]([O:31][C:32]2[CH:33]=[CH:34][CH:35]=[CH:36][CH:37]=2)[CH:25]=1, predict the reactants needed to synthesize it. The reactants are: C[O:2][C:3](=[O:22])[CH2:4][CH2:5][C:6]1[CH:11]=[CH:10][C:9]([O:12][CH2:13][CH2:14][CH2:15][O:16]S(C)(=O)=O)=[CH:8][C:7]=1[CH3:21].[Cl:23][C:24]1[CH:29]=[CH:28][C:27](O)=[C:26]([O:31][C:32]2[CH:37]=[CH:36][CH:35]=[CH:34][CH:33]=2)[CH:25]=1.